From a dataset of Full USPTO retrosynthesis dataset with 1.9M reactions from patents (1976-2016). Predict the reactants needed to synthesize the given product. (1) Given the product [C:23]([O:27][C:28](=[O:37])[NH:29][C:30]1([C:33]#[N:34])[CH2:32][CH2:31]1)([CH3:26])([CH3:24])[CH3:25], predict the reactants needed to synthesize it. The reactants are: OCCC(NO)=N.ONC(=N)CC.FC(F)(F)CC(NO)=N.[C:23]([O:27][C:28](=[O:37])[NH:29][C:30]1([C:33](=N)[NH:34]O)[CH2:32][CH2:31]1)([CH3:26])([CH3:25])[CH3:24].C(OC(NC1(C(O)=O)CC1)=O)(C)(C)C. (2) Given the product [Cl:13][C:9]1[N:8]=[C:7]([C:5](=[O:6])[CH2:15][C:14]#[N:16])[CH:12]=[CH:11][CH:10]=1, predict the reactants needed to synthesize it. The reactants are: [H-].[Na+].CO[C:5]([C:7]1[CH:12]=[CH:11][CH:10]=[C:9]([Cl:13])[N:8]=1)=[O:6].[C:14](#[N:16])[CH3:15].C(Cl)Cl.CO. (3) The reactants are: [OH:1][C:2]1[C:11]2[C:6](=[CH:7][CH:8]=[CH:9][CH:10]=2)[C:5]([CH3:13])([CH3:12])[C:4](=[O:14])[C:3]=1[C:15]([NH:17][CH2:18][C:19]([O:21]C(C)(C)C)=[O:20])=[O:16]. Given the product [OH:1][C:2]1[C:11]2[C:6](=[CH:7][CH:8]=[CH:9][CH:10]=2)[C:5]([CH3:13])([CH3:12])[C:4](=[O:14])[C:3]=1[C:15]([NH:17][CH2:18][C:19]([OH:21])=[O:20])=[O:16], predict the reactants needed to synthesize it. (4) Given the product [CH3:11][O:12][C:13]([C:15]1[C:3]([C:4]2[CH:9]=[CH:8][CH:7]=[CH:6][CH:5]=2)=[N:2][O:1][CH:16]=1)=[O:14], predict the reactants needed to synthesize it. The reactants are: [OH:1]/[N:2]=[C:3](\Cl)/[C:4]1[CH:9]=[CH:8][CH:7]=[CH:6][CH:5]=1.[CH3:11][O:12][C:13](/[CH:15]=[CH:16]/OC(=O)C1C=CC([N+]([O-])=O)=CC=1)=[O:14].C(N(CC)CC)C. (5) The reactants are: ClC1C=CC(N)=CC=1.N[C:10]1[CH:11]=[C:12]([CH:24]=[CH:25][C:26]=1OC)[C:13]([NH:15]C1C=CC(F)=C(F)C=1)=[O:14]. Given the product [C:13]([NH2:15])(=[O:14])[C:12]1[CH:24]=[CH:25][CH:26]=[CH:10][CH:11]=1, predict the reactants needed to synthesize it.